From a dataset of Peptide-MHC class II binding affinity with 134,281 pairs from IEDB. Regression. Given a peptide amino acid sequence and an MHC pseudo amino acid sequence, predict their binding affinity value. This is MHC class II binding data. The peptide sequence is GELQIVDKIDADFKI. The MHC is DRB1_0101 with pseudo-sequence DRB1_0101. The binding affinity (normalized) is 0.286.